This data is from Full USPTO retrosynthesis dataset with 1.9M reactions from patents (1976-2016). The task is: Predict the reactants needed to synthesize the given product. (1) Given the product [CH:1]([S:5][C:6]1[CH:11]=[CH:10][C:9]([CH:13]=[O:14])=[C:8]([OH:12])[CH:7]=1)([CH2:3][CH3:4])[CH3:2], predict the reactants needed to synthesize it. The reactants are: [CH:1]([S:5][C:6]1[CH:7]=[C:8]([OH:12])[CH:9]=[CH:10][CH:11]=1)([CH2:3][CH3:4])[CH3:2].[CH2:13]=[O:14].[Mg+2].[Cl-].[Cl-].Cl. (2) Given the product [Si:1]([O:8][C@H:9]1[CH2:14][N:13]([C:15]([O:17][C:18]([CH3:21])([CH3:19])[CH3:20])=[O:16])[C@@H:12]([CH2:22][CH2:23][N:45]2[C:44]3[CH:46]=[C:47]([C:50]#[N:51])[CH:48]=[CH:49][C:43]=3[O:42][CH2:41][C:40]2=[O:39])[CH2:11][CH2:10]1)([C:4]([CH3:6])([CH3:5])[CH3:7])([CH3:3])[CH3:2], predict the reactants needed to synthesize it. The reactants are: [Si:1]([O:8][C@H:9]1[CH2:14][N:13]([C:15]([O:17][C:18]([CH3:21])([CH3:20])[CH3:19])=[O:16])[C@@H:12]([CH2:22][CH2:23]O)[CH2:11][CH2:10]1)([C:4]([CH3:7])([CH3:6])[CH3:5])([CH3:3])[CH3:2].C(N(C(C)C)CC)(C)C.CS(Cl)(=O)=O.[O:39]=[C:40]1[NH:45][C:44]2[CH:46]=[C:47]([C:50]#[N:51])[CH:48]=[CH:49][C:43]=2[O:42][CH2:41]1.[H-].[Na+].S([O-])(=O)(=O)C. (3) Given the product [CH3:1][N:2]1[CH:6]=[CH:5][N:4]=[C:3]1/[CH:7]=[N:9]/[C:10]1[CH:18]=[CH:17][CH:16]=[C:15]2[C:11]=1[CH2:12][O:13][C:14]2=[O:19], predict the reactants needed to synthesize it. The reactants are: [CH3:1][N:2]1[CH:6]=[CH:5][N:4]=[C:3]1[CH:7]=O.[NH2:9][C:10]1[CH:18]=[CH:17][CH:16]=[C:15]2[C:11]=1[CH2:12][O:13][C:14]2=[O:19].S([O-])([O-])(=O)=O.[Mg+2]. (4) Given the product [ClH:1].[CH3:31][NH:23][CH2:22][C:13]1[CH:14]=[C:15]([C:16]2[CH:21]=[CH:20][CH:19]=[CH:18][CH:17]=2)[N:11]([S:8]([C:5]2[CH:4]=[CH:3][C:2]([C:32]#[N:33])=[N:7][CH:6]=2)(=[O:9])=[O:10])[CH:12]=1, predict the reactants needed to synthesize it. The reactants are: [Cl:1][C:2]1[N:7]=[CH:6][C:5]([S:8]([N:11]2[C:15]([C:16]3[CH:21]=[CH:20][CH:19]=[CH:18][CH:17]=3)=[CH:14][C:13]([CH2:22][N:23]([CH3:31])C(=O)OC(C)(C)C)=[CH:12]2)(=[O:10])=[O:9])=[CH:4][CH:3]=1.[CH3:32][N:33](C)C=O.C(OCC)(=O)C.Cl. (5) The reactants are: [I-].[CH3:2][O:3][C:4]1[CH:5]=[C:6]([C:13]2[CH:18]=[CH:17][N+:16]([CH2:19][CH2:20][CH3:21])=[CH:15][CH:14]=2)[CH:7]=[CH:8][C:9]=1[N+:10]([O-:12])=[O:11].[BH4-].[Na+].[Cl-].[NH4+]. Given the product [CH3:2][O:3][C:4]1[CH:5]=[C:6]([C:13]2[CH2:18][CH2:17][N:16]([CH2:19][CH2:20][CH3:21])[CH2:15][CH:14]=2)[CH:7]=[CH:8][C:9]=1[N+:10]([O-:12])=[O:11], predict the reactants needed to synthesize it. (6) Given the product [CH2:1]([O:8][C:9]([NH:11][C:12]1([CH2:16][C:17]([O:19][CH2:21][C:22](=[O:23])[C:24]2[CH:29]=[CH:28][C:27]([O:30][C:31]([F:32])([F:33])[F:34])=[CH:26][CH:25]=2)=[O:18])[CH2:13][O:14][CH2:15]1)=[O:10])[C:2]1[CH:7]=[CH:6][CH:5]=[CH:4][CH:3]=1, predict the reactants needed to synthesize it. The reactants are: [CH2:1]([O:8][C:9]([NH:11][C:12]1([CH2:16][C:17]([OH:19])=[O:18])[CH2:15][O:14][CH2:13]1)=[O:10])[C:2]1[CH:7]=[CH:6][CH:5]=[CH:4][CH:3]=1.Br[CH2:21][C:22]([C:24]1[CH:29]=[CH:28][C:27]([O:30][C:31]([F:34])([F:33])[F:32])=[CH:26][CH:25]=1)=[O:23].C(N(CC)CC)C. (7) Given the product [S:13](=[O:15])(=[O:14])([OH:17])[O-:16].[OH:1][NH+:2]1[C:7]([CH3:8])([CH3:9])[CH2:6][CH:5]([OH:10])[CH2:4][C:3]1([CH3:12])[CH3:11], predict the reactants needed to synthesize it. The reactants are: [OH:1][N:2]1[C:7]([CH3:9])([CH3:8])[CH2:6][CH:5]([OH:10])[CH2:4][C:3]1([CH3:12])[CH3:11].[S:13](=[O:17])(=[O:16])([OH:15])[OH:14]. (8) Given the product [C:27]([OH:32])(=[O:31])[C:28]([OH:30])=[O:29].[CH:1]1([CH2:4][N:5]2[CH2:10][CH2:9][C:8]([N:17]([C:21]3[CH:26]=[CH:25][CH:24]=[CH:23][CH:22]=3)[C:18](=[O:20])[CH3:19])([C:11]3[S:12][CH:13]=[C:14]([CH3:16])[N:15]=3)[CH2:7][CH2:6]2)[CH2:2][CH2:3]1, predict the reactants needed to synthesize it. The reactants are: [CH:1]1([CH2:4][N:5]2[CH2:10][CH2:9][C:8]([N:17]([C:21]3[CH:26]=[CH:25][CH:24]=[CH:23][CH:22]=3)[C:18](=[O:20])[CH3:19])([C:11]3[S:12][CH:13]=[C:14]([CH3:16])[N:15]=3)[CH2:7][CH2:6]2)[CH2:3][CH2:2]1.[C:27]([OH:32])(=[O:31])[C:28]([OH:30])=[O:29]. (9) The reactants are: N1C=CC=CC=1.[F:7][C:8]([F:20])([F:19])[C:9]([C:12]1[CH:17]=[CH:16][C:15]([OH:18])=[CH:14][CH:13]=1)([CH3:11])[CH3:10].[S:21](O[S:21]([C:24]([F:27])([F:26])[F:25])(=[O:23])=[O:22])([C:24]([F:27])([F:26])[F:25])(=[O:23])=[O:22]. Given the product [F:25][C:24]([F:27])([F:26])[S:21]([O:18][C:15]1[CH:16]=[CH:17][C:12]([C:9]([CH3:11])([CH3:10])[C:8]([F:19])([F:20])[F:7])=[CH:13][CH:14]=1)(=[O:23])=[O:22], predict the reactants needed to synthesize it.